Task: Predict the reactants needed to synthesize the given product.. Dataset: Full USPTO retrosynthesis dataset with 1.9M reactions from patents (1976-2016) (1) Given the product [CH3:1][O:2][C:3]1[CH:11]=[C:10]([C:12]([F:15])([F:14])[F:13])[CH:9]=[C:8]([S:16][CH3:17])[C:4]=1[C:5]([Cl:20])=[O:6], predict the reactants needed to synthesize it. The reactants are: [CH3:1][O:2][C:3]1[CH:11]=[C:10]([C:12]([F:15])([F:14])[F:13])[CH:9]=[C:8]([S:16][CH3:17])[C:4]=1[C:5](O)=[O:6].S(Cl)([Cl:20])=O. (2) The reactants are: C(O)=O.[Cl:4][C:5]1[CH:10]=[CH:9][CH:8]=[C:7]([Cl:11])[C:6]=1[C:12]1[C:16]([CH2:17][O:18][CH:19]2[CH2:24][CH2:23][N:22]([C:25]3[CH:33]=[C:32]4[C:28]([C:29]([C:35]([O:37]C(C)(C)C)=[O:36])=[CH:30][N:31]4[CH3:34])=[CH:27][CH:26]=3)[CH2:21][CH2:20]2)=[C:15]([CH:42]2[CH2:44][CH2:43]2)[O:14][N:13]=1. Given the product [CH:42]1([C:15]2[O:14][N:13]=[C:12]([C:6]3[C:5]([Cl:4])=[CH:10][CH:9]=[CH:8][C:7]=3[Cl:11])[C:16]=2[CH2:17][O:18][CH:19]2[CH2:24][CH2:23][N:22]([C:25]3[CH:33]=[C:32]4[C:28]([C:29]([C:35]([OH:37])=[O:36])=[CH:30][N:31]4[CH3:34])=[CH:27][CH:26]=3)[CH2:21][CH2:20]2)[CH2:43][CH2:44]1, predict the reactants needed to synthesize it. (3) Given the product [CH3:1][NH:2][C:3](=[O:17])[N:4]([CH:5]1[CH2:10][CH2:9][N:8]([CH2:18][C:19]2[N:23]=[C:22]([C:24]3[CH:25]=[CH:26][C:27]([C:30]([F:33])([F:32])[F:31])=[CH:28][CH:29]=3)[NH:21][C:20]=2[CH3:34])[CH2:7][CH2:6]1)[C:11]1[CH:16]=[CH:15][CH:14]=[CH:13][CH:12]=1, predict the reactants needed to synthesize it. The reactants are: [CH3:1][NH:2][C:3](=[O:17])[N:4]([C:11]1[CH:16]=[CH:15][CH:14]=[CH:13][CH:12]=1)[CH:5]1[CH2:10][CH2:9][NH:8][CH2:7][CH2:6]1.[CH3:18][C:19]1[NH:23][C:22]([C:24]2[CH:29]=[CH:28][C:27]([C:30]([F:33])([F:32])[F:31])=[CH:26][CH:25]=2)=[N:21][C:20]=1[CH:34]=O.C(O[BH-](OC(=O)C)OC(=O)C)(=O)C.[Na+].C(=O)([O-])O.[Na+]. (4) Given the product [Si:1]([O:8][C:9]1[CH:10]=[CH:11][C:12]([C:15]2[N:24]([C:25]3[CH:30]=[CH:29][C:28]([F:31])=[CH:27][C:26]=3[Cl:32])[C:23]3[CH2:22][CH2:21][N:20]([N:33]4[CH2:38][CH2:37][CH2:36][CH2:35][CH2:34]4)[C:19](=[O:39])[C:18]=3[C:16]=2[CH3:17])=[CH:13][CH:14]=1)([C:4]([CH3:7])([CH3:6])[CH3:5])([CH3:2])[CH3:3], predict the reactants needed to synthesize it. The reactants are: [Si:1]([O:8][C:9]1[CH:14]=[CH:13][C:12]([C:15](=O)[CH:16]([C:18]2[C:19](=[O:39])[N:20]([N:33]3[CH2:38][CH2:37][CH2:36][CH2:35][CH2:34]3)[CH2:21][CH2:22][C:23]=2[NH:24][C:25]2[CH:30]=[CH:29][C:28]([F:31])=[CH:27][C:26]=2[Cl:32])[CH3:17])=[CH:11][CH:10]=1)([C:4]([CH3:7])([CH3:6])[CH3:5])([CH3:3])[CH3:2].C1(C)C=CC(S(O)(=O)=O)=CC=1.O.C1(C)C=CC=CC=1. (5) Given the product [C:28]([O:18][CH:9]([CH2:8][CH2:7][C:1]1[CH:6]=[CH:5][CH:4]=[CH:3][CH:2]=1)[CH2:10][CH2:11][C:12]1[CH:13]=[CH:14][CH:15]=[CH:16][CH:17]=1)(=[O:31])[CH:29]=[CH2:30], predict the reactants needed to synthesize it. The reactants are: [C:1]1([CH2:7][CH2:8][CH:9]([OH:18])[CH2:10][CH2:11][C:12]2[CH:17]=[CH:16][CH:15]=[CH:14][CH:13]=2)[CH:6]=[CH:5][CH:4]=[CH:3][CH:2]=1.CCN(C(C)C)C(C)C.[C:28](Cl)(=[O:31])[CH:29]=[CH2:30].CO.